From a dataset of Full USPTO retrosynthesis dataset with 1.9M reactions from patents (1976-2016). Predict the reactants needed to synthesize the given product. (1) Given the product [CH3:1][O:2][C:3]1[CH:8]=[CH:7][C:6](/[C:9](=[N:15]/[O:16][CH2:17][C:18]2[CH:23]=[CH:22][C:21]([O:24][CH2:25][C:26]3[N:27]=[C:28]([C:32]4[CH:37]=[CH:36][CH:35]=[CH:34][CH:33]=4)[O:29][C:30]=3[CH3:31])=[CH:20][CH:19]=2)/[C:10]([OH:12])=[O:11])=[CH:5][CH:4]=1, predict the reactants needed to synthesize it. The reactants are: [CH3:1][O:2][C:3]1[CH:8]=[CH:7][C:6](/[C:9](=[N:15]/[O:16][CH2:17][C:18]2[CH:23]=[CH:22][C:21]([O:24][CH2:25][C:26]3[N:27]=[C:28]([C:32]4[CH:37]=[CH:36][CH:35]=[CH:34][CH:33]=4)[O:29][C:30]=3[CH3:31])=[CH:20][CH:19]=2)/[C:10]([O:12]CC)=[O:11])=[CH:5][CH:4]=1.Cl. (2) Given the product [C:1]([O:5][C:6](=[O:18])[NH:7][C@@H:8]1[CH2:13][CH2:12][C@H:11]([NH:14][C:35](=[O:36])[C@@H:30]([NH:29][C:19]([O:21][CH2:22][C:23]2[CH:24]=[CH:25][CH:26]=[CH:27][CH:28]=2)=[O:20])[CH2:31][CH2:32][S:33][CH3:34])[C@H:10]([CH2:15][CH2:16][CH3:17])[CH2:9]1)([CH3:4])([CH3:3])[CH3:2], predict the reactants needed to synthesize it. The reactants are: [C:1]([O:5][C:6](=[O:18])[NH:7][C@@H:8]1[CH2:13][CH2:12][C@H:11]([NH2:14])[C@H:10]([CH2:15][CH2:16][CH3:17])[CH2:9]1)([CH3:4])([CH3:3])[CH3:2].[C:19]([NH:29][C@H:30]([C:35](O)=[O:36])[CH2:31][CH2:32][S:33][CH3:34])([O:21][CH2:22][C:23]1[CH:28]=[CH:27][CH:26]=[CH:25][CH:24]=1)=[O:20].C(N(C(C)C)CC)C.F[P-](F)(F)(F)(F)F.N1(O[P+](N(C)C)(N(C)C)N(C)C)C2C=CC=CC=2N=N1.